This data is from Peptide-MHC class I binding affinity with 185,985 pairs from IEDB/IMGT. The task is: Regression. Given a peptide amino acid sequence and an MHC pseudo amino acid sequence, predict their binding affinity value. This is MHC class I binding data. (1) The peptide sequence is ILVGYMSNL. The MHC is HLA-A02:02 with pseudo-sequence HLA-A02:02. The binding affinity (normalized) is 1.00. (2) The peptide sequence is TLTNVVNIST. The MHC is HLA-A02:01 with pseudo-sequence HLA-A02:01. The binding affinity (normalized) is 0.341. (3) The peptide sequence is IIVDSQYVM. The MHC is Mamu-A70103 with pseudo-sequence Mamu-A70103. The binding affinity (normalized) is 0.105. (4) The binding affinity (normalized) is 0.0847. The peptide sequence is FHNEFTQRL. The MHC is HLA-A11:01 with pseudo-sequence HLA-A11:01. (5) The peptide sequence is IQKNPDGSW. The MHC is HLA-A11:01 with pseudo-sequence HLA-A11:01. The binding affinity (normalized) is 0.0847. (6) The peptide sequence is RTSKASLER. The MHC is HLA-B07:02 with pseudo-sequence HLA-B07:02. The binding affinity (normalized) is 0.150. (7) The peptide sequence is NLEYSYVDNT. The MHC is HLA-A02:01 with pseudo-sequence HLA-A02:01. The binding affinity (normalized) is 0.